From a dataset of Volume of distribution at steady state (VDss) regression data from Lombardo et al.. Regression/Classification. Given a drug SMILES string, predict its absorption, distribution, metabolism, or excretion properties. Task type varies by dataset: regression for continuous measurements (e.g., permeability, clearance, half-life) or binary classification for categorical outcomes (e.g., BBB penetration, CYP inhibition). For this dataset (vdss_lombardo), we predict log10(VDss) (log10 of volume of distribution in L/kg). (1) The drug is CCN1CCN(C(=O)NC(C(=O)NC2C(=O)N3C(C(=O)[O-])=C(CSc4nnnn4C)CSC23)c2ccc(O)cc2)C(=O)C1=O. The log10(VDss) is -0.770. (2) The drug is CC(C)(C)/[N+]([O-])=C/c1ccc(S(=O)(=O)[O-])cc1S(=O)(=O)[O-]. The log10(VDss) is -0.740. (3) The compound is CC1OC1P(=O)([O-])[O-]. The log10(VDss) is -0.490. (4) The drug is NC(=[NH2+])NCCCCC1NC(=O)CCSSCC(C(N)=O)NC(=O)C2CCCN2C(=O)C(Cc2c[nH]c3ccccc23)NC(=O)C(CC(=O)[O-])NC(=O)CNC1=O. The log10(VDss) is -0.770. (5) The compound is Cn1cc[nH]c1=S. The log10(VDss) is -0.0700. (6) The molecule is Cc1cc(NC(=O)C2=C([O-])c3ccccc3S(=O)(=O)N2C)no1. The log10(VDss) is -0.720. (7) The log10(VDss) is -0.520. The compound is CN1c2ccccc2C(NCCCCCCC(=O)[O-])c2ccc(Cl)cc2S1(=O)=O. (8) The compound is COc1cc(C2c3cc4c(cc3C(OC3OC5COC(C)OC5C(O)C3N(C)C)C3COC(=O)C23)OCO4)cc(OC)c1O. The log10(VDss) is -0.520. (9) The drug is Cc1ccc(-c2nc3ccc(C)cn3c2CC(=O)N(C)C)cc1. The log10(VDss) is -0.270. (10) The compound is Cn1c(=O)c2c(ncn2C)n(C)c1=O. The log10(VDss) is -0.200.